From a dataset of Full USPTO retrosynthesis dataset with 1.9M reactions from patents (1976-2016). Predict the reactants needed to synthesize the given product. (1) Given the product [C:1](=[O:18])([O:7][C:8]1[CH:13]=[C:12]([O:14][CH3:15])[CH:11]=[CH:10][C:9]=1[CH2:16][OH:17])[O:2][C:3]([CH3:6])([CH3:5])[CH3:4], predict the reactants needed to synthesize it. The reactants are: [C:1](=[O:18])([O:7][C:8]1[CH:13]=[C:12]([O:14][CH3:15])[CH:11]=[CH:10][C:9]=1[CH:16]=[O:17])[O:2][C:3]([CH3:6])([CH3:5])[CH3:4].C1COCC1.[BH4-].[Na+]. (2) Given the product [CH3:1][O:2][C:3](=[O:27])[C@H:4]([CH2:17][C:18]1[CH:23]=[CH:22][C:21]([N+:24]([O-:26])=[O:25])=[CH:20][CH:19]=1)[N:5]([C:6]([C:8]1([CH2:13][CH2:14][O:15][CH3:16])[CH2:12][CH2:11][CH2:10][CH2:9]1)=[O:7])[CH3:28], predict the reactants needed to synthesize it. The reactants are: [CH3:1][O:2][C:3](=[O:27])[C@H:4]([CH2:17][C:18]1[CH:23]=[CH:22][C:21]([N+:24]([O-:26])=[O:25])=[CH:20][CH:19]=1)[NH:5][C:6]([C:8]1([CH2:13][CH2:14][O:15][CH3:16])[CH2:12][CH2:11][CH2:10][CH2:9]1)=[O:7].[CH3:28]I. (3) Given the product [CH3:25][C@H:20]1[NH:21][C@@H:22]([CH3:24])[CH2:23][N:18]([C:16]2[CH:15]=[CH:14][C:13]([O:26][CH3:27])=[C:12]([NH:11][S:8]([C:5]3[CH:6]=[CH:7][C:2]([C:33]4[O:34][C:30]([CH3:29])=[CH:31][CH:32]=4)=[CH:3][C:4]=3[F:28])(=[O:10])=[O:9])[CH:17]=2)[CH2:19]1, predict the reactants needed to synthesize it. The reactants are: Br[C:2]1[CH:7]=[CH:6][C:5]([S:8]([NH:11][C:12]2[CH:17]=[C:16]([N:18]3[CH2:23][C@H:22]([CH3:24])[NH:21][C@H:20]([CH3:25])[CH2:19]3)[CH:15]=[CH:14][C:13]=2[O:26][CH3:27])(=[O:10])=[O:9])=[C:4]([F:28])[CH:3]=1.[CH3:29][C:30]1[O:34][C:33](B(O)O)=[CH:32][CH:31]=1.CC(C)([O-])C.[K+]. (4) Given the product [CH2:28]([N:20]([CH2:19][C:17]1[N:18]=[C:13]2[S:12][C:11]([CH3:31])=[C:10]([C@@H:8]3[CH2:9][C@H:7]3[CH2:6][F:32])[N:14]2[C:15](=[O:30])[CH:16]=1)[C:21]1[CH:26]=[CH:25][C:24]([F:27])=[CH:23][CH:22]=1)[CH3:29], predict the reactants needed to synthesize it. The reactants are: CS(O[CH2:6][CH:7]1[CH2:9][CH:8]1[C:10]1[N:14]2[C:15](=[O:30])[CH:16]=[C:17]([CH2:19][N:20]([CH2:28][CH3:29])[C:21]3[CH:26]=[CH:25][C:24]([F:27])=[CH:23][CH:22]=3)[N:18]=[C:13]2[S:12][C:11]=1[CH3:31])(=O)=O.[F-:32].[Cs+]. (5) The reactants are: [NH:1]1[CH2:10][CH2:9][CH:4]([C:5]([O:7][CH3:8])=[O:6])[CH2:3][CH2:2]1.[CH2:11](N(CC)CC)C.Cl[C:19]1[N:28]=[C:27]([NH:29][CH2:30][C:31]2[CH:36]=[CH:35][C:34]3[O:37][CH2:38][O:39][C:33]=3[CH:32]=2)[C:26]2[C:21](=[CH:22][CH:23]=[C:24]([Cl:40])[CH:25]=2)[N:20]=1. Given the product [CH2:8]([O:7][C:5]([CH:4]1[CH2:9][CH2:10][N:1]([C:19]2[N:28]=[C:27]([NH:29][CH2:30][C:31]3[CH:36]=[CH:35][C:34]4[O:37][CH2:38][O:39][C:33]=4[CH:32]=3)[C:26]3[C:21](=[CH:22][CH:23]=[C:24]([Cl:40])[CH:25]=3)[N:20]=2)[CH2:2][CH2:3]1)=[O:6])[CH3:11], predict the reactants needed to synthesize it.